This data is from Full USPTO retrosynthesis dataset with 1.9M reactions from patents (1976-2016). The task is: Predict the reactants needed to synthesize the given product. (1) The reactants are: [CH2:1]([S:3]([C:6]1[CH:7]=[C:8]([C:12]2[CH:20]=[C:19]([C:21]([OH:23])=O)[C:18]([CH3:24])=[C:17]3[C:13]=2[C:14]2[CH:28]=[C:27]([CH3:29])[CH:26]=[N:25][C:15]=2[NH:16]3)[CH:9]=[CH:10][CH:11]=1)(=[O:5])=[O:4])[CH3:2].[CH3:30][N:31]([CH3:35])[CH2:32][CH2:33][NH2:34].CN(C(ON1N=NC2C=CC=NC1=2)=[N+](C)C)C.F[P-](F)(F)(F)(F)F.C(N(CC)CC)C. Given the product [CH3:30][N:31]([CH3:35])[CH2:32][CH2:33][NH:34][C:21]([C:19]1[C:18]([CH3:24])=[C:17]2[C:13]([C:14]3[CH:28]=[C:27]([CH3:29])[CH:26]=[N:25][C:15]=3[NH:16]2)=[C:12]([C:8]2[CH:9]=[CH:10][CH:11]=[C:6]([S:3]([CH2:1][CH3:2])(=[O:5])=[O:4])[CH:7]=2)[CH:20]=1)=[O:23], predict the reactants needed to synthesize it. (2) Given the product [C:22]1([CH:14]([CH2:15][C:16]2[CH:21]=[CH:20][CH:19]=[CH:18][CH:17]=2)[CH2:13][NH:12][C:10]2[C:9]3[C:4](=[CH:5][CH:6]=[CH:7][CH:8]=3)[N:3]=[C:2]([C:51]3[CH:50]=[N:49][C:48]4[N:47]([CH:46]=[CH:45][N:44]=4)[CH:52]=3)[N:11]=2)[CH:27]=[CH:26][CH:25]=[CH:24][CH:23]=1, predict the reactants needed to synthesize it. The reactants are: Cl[C:2]1[N:11]=[C:10]([NH:12][CH2:13][CH:14]([C:22]2[CH:27]=[CH:26][CH:25]=[CH:24][CH:23]=2)[CH2:15][C:16]2[CH:21]=[CH:20][CH:19]=[CH:18][CH:17]=2)[C:9]2[C:4](=[CH:5][CH:6]=[CH:7][CH:8]=2)[N:3]=1.CC1(C)C(C)(C)OB(C2C=NC(N)=NC=2)O1.[N:44]1[CH:45]=[CH:46][N:47]2[CH:52]=[C:51](C3N=C(NCC(C4C=CC=CC=4)N4CCCCC4)C4C(=CC=CC=4)N=3)[CH:50]=[N:49][C:48]=12. (3) Given the product [OH:38][C@H:35]1[CH2:36][CH2:37][C@H:32]([CH2:31][C:30]([NH:27][C@H:24]2[CH2:25][CH2:26][C@H:21]([CH2:20][CH2:19][N:16]3[CH2:17][CH2:18][N:13]([C:8]4[C:7]5[CH:6]=[CH:5][S:4][C:12]=5[CH:11]=[CH:10][N:9]=4)[CH2:14][CH2:15]3)[CH2:22][CH2:23]2)=[O:29])[CH2:33][CH2:34]1, predict the reactants needed to synthesize it. The reactants are: Cl.Cl.Cl.[S:4]1[C:12]2[CH:11]=[CH:10][N:9]=[C:8]([N:13]3[CH2:18][CH2:17][N:16]([CH2:19][CH2:20][C@H:21]4[CH2:26][CH2:25][C@H:24]([NH2:27])[CH2:23][CH2:22]4)[CH2:15][CH2:14]3)[C:7]=2[CH:6]=[CH:5]1.C[O:29][C:30](=O)[CH2:31][C@H:32]1[CH2:37][CH2:36][C@H:35]([OH:38])[CH2:34][CH2:33]1. (4) Given the product [CH2:1]([O:8][C:9]1[CH:16]=[CH:15][C:12]2[CH:13]=[C:19]([C:20]([O:22][CH3:23])=[O:21])[O:17][C:11]=2[CH:10]=1)[C:2]1[CH:7]=[CH:6][CH:5]=[CH:4][CH:3]=1, predict the reactants needed to synthesize it. The reactants are: [CH2:1]([O:8][C:9]1[CH:16]=[CH:15][C:12]([CH:13]=O)=[C:11]([OH:17])[CH:10]=1)[C:2]1[CH:7]=[CH:6][CH:5]=[CH:4][CH:3]=1.Br[CH2:19][C:20]([O:22][CH3:23])=[O:21].C(=O)([O-])[O-].[K+].[K+]. (5) Given the product [CH:1]([C:4]1[CH:9]=[C:8]([O:10][CH3:11])[C:7]([N+:23]([O-:25])=[O:24])=[CH:6][C:5]=1[O:12][S:13]([C:16]1[CH:17]=[CH:18][C:19]([CH3:22])=[CH:20][CH:21]=1)(=[O:15])=[O:14])([CH3:3])[CH3:2], predict the reactants needed to synthesize it. The reactants are: [CH:1]([C:4]1[CH:9]=[C:8]([O:10][CH3:11])[CH:7]=[CH:6][C:5]=1[O:12][S:13]([C:16]1[CH:21]=[CH:20][C:19]([CH3:22])=[CH:18][CH:17]=1)(=[O:15])=[O:14])([CH3:3])[CH3:2].[N+:23]([O-])([OH:25])=[O:24]. (6) Given the product [NH2:39][C:33]12[CH2:38][CH:37]1[CH2:36][N:35]([C:2]1[C:21]([C:22]3[NH:26][N:25]=[CH:24][CH:23]=3)=[CH:20][C:5]([C:6]([NH:8][C:9]3[CH:10]=[CH:11][C:12]([O:15][C:16]([Cl:19])([F:18])[F:17])=[CH:13][CH:14]=3)=[O:7])=[CH:4][N:3]=1)[CH2:34]2, predict the reactants needed to synthesize it. The reactants are: Cl[C:2]1[C:21]([C:22]2[N:26](C3CCCCO3)[N:25]=[CH:24][CH:23]=2)=[CH:20][C:5]([C:6]([NH:8][C:9]2[CH:14]=[CH:13][C:12]([O:15][C:16]([Cl:19])([F:18])[F:17])=[CH:11][CH:10]=2)=[O:7])=[CH:4][N:3]=1.[C:33]12([NH:39]C(=O)OC(C)(C)C)[CH2:38][CH:37]1[CH2:36][NH:35][CH2:34]2. (7) Given the product [NH2:28][C:20]1[O:21][C@H:22]([C:24]([F:25])([F:27])[F:26])[CH2:23][C@:18]([C:16]2[N:17]=[C:12]([NH:11][C:9](=[O:10])[C:6]3[C:5]([CH3:38])=[CH:4][C:3]([C:1]#[N:2])=[CH:8][N:7]=3)[CH:13]=[CH:14][C:15]=2[F:37])([CH3:36])[N:19]=1, predict the reactants needed to synthesize it. The reactants are: [C:1]([C:3]1[CH:4]=[C:5]([CH3:38])[C:6]([C:9]([NH:11][C:12]2[N:17]=[C:16]([C@:18]3([CH3:36])[CH2:23][C@@H:22]([C:24]([F:27])([F:26])[F:25])[O:21][C:20]([NH:28]C(=O)OC(C)(C)C)=[N:19]3)[C:15]([F:37])=[CH:14][CH:13]=2)=[O:10])=[N:7][CH:8]=1)#[N:2].FC(F)(F)C(O)=O. (8) Given the product [C:39]([C:36]1[N:34]2[N:35]=[C:30]([C:16]3[CH:17]=[C:12]([NH:11][S:8]([C:5]4[CH:4]=[CH:3][C:2]([F:1])=[CH:7][CH:6]=4)(=[O:9])=[O:10])[C:13]([O:27][CH3:28])=[N:14][CH:15]=3)[CH:31]=[CH:32][C:33]2=[N:38][CH:37]=1)#[N:40], predict the reactants needed to synthesize it. The reactants are: [F:1][C:2]1[CH:7]=[CH:6][C:5]([S:8]([NH:11][C:12]2[C:13]([O:27][CH3:28])=[N:14][CH:15]=[C:16](B3OC(C)(C)C(C)(C)O3)[CH:17]=2)(=[O:10])=[O:9])=[CH:4][CH:3]=1.Br[C:30]1[CH:31]=[CH:32][C:33]2[N:34]([C:36]([C:39]#[N:40])=[CH:37][N:38]=2)[N:35]=1.C(Cl)Cl.C([O-])([O-])=O.[Na+].[Na+]. (9) The reactants are: [CH2:1]([O:5][C:6]1[CH:11]=[CH:10][C:9]([S:12]([NH:15][CH:16]([CH2:20][CH2:21][S:22][CH2:23][CH2:24][OH:25])[C:17]([OH:19])=[O:18])(=[O:14])=[O:13])=[CH:8][CH:7]=1)[C:2]#[C:3][CH3:4].[CH3:26][Si](C=[N+]=[N-])(C)C. Given the product [CH2:1]([O:5][C:6]1[CH:11]=[CH:10][C:9]([S:12]([NH:15][CH:16]([CH2:20][CH2:21][S:22][CH2:23][CH2:24][OH:25])[C:17]([O:19][CH3:26])=[O:18])(=[O:14])=[O:13])=[CH:8][CH:7]=1)[C:2]#[C:3][CH3:4], predict the reactants needed to synthesize it.